The task is: Predict the reactants needed to synthesize the given product.. This data is from Full USPTO retrosynthesis dataset with 1.9M reactions from patents (1976-2016). Given the product [F:25][C:26]1[C:31]([F:32])=[CH:30][CH:29]=[CH:28][C:27]=1[C:33]1[C:41]([F:42])=[CH:40][CH:39]=[C:38]2[C:34]=1/[C:35](=[CH:15]/[C:12]1[NH:11][C:7]3[CH2:8][CH2:9][CH2:10][N:4]([CH2:3][C@H:2]([OH:1])[CH2:18][N:19]4[CH2:24][CH2:23][O:22][CH2:21][CH2:20]4)[C:5](=[O:17])[C:6]=3[C:13]=1[CH3:14])/[C:36](=[O:43])[NH:37]2, predict the reactants needed to synthesize it. The reactants are: [OH:1][CH:2]([CH2:18][N:19]1[CH2:24][CH2:23][O:22][CH2:21][CH2:20]1)[CH2:3][N:4]1[CH2:10][CH2:9][CH2:8][C:7]2[NH:11][C:12]([CH:15]=O)=[C:13]([CH3:14])[C:6]=2[C:5]1=[O:17].[F:25][C:26]1[C:31]([F:32])=[CH:30][CH:29]=[CH:28][C:27]=1[C:33]1[C:41]([F:42])=[CH:40][CH:39]=[C:38]2[C:34]=1[CH2:35][C:36](=[O:43])[NH:37]2.N1CCCCC1.